Dataset: Full USPTO retrosynthesis dataset with 1.9M reactions from patents (1976-2016). Task: Predict the reactants needed to synthesize the given product. (1) Given the product [Br:27][C:28]1[CH:33]=[CH:32][C:31]([N:1]2[CH2:6][CH2:5][CH2:4][C@H:3]([NH2:7])[CH2:2]2)=[CH:30][CH:29]=1, predict the reactants needed to synthesize it. The reactants are: [NH:1]1[CH2:6][CH2:5][CH2:4][C@H:3]([NH:7]C(=O)OC(C)(C)C)[CH2:2]1.P([O-])([O-])([O-])=O.[K+].[K+].[K+].C(O)CO.[Br:27][C:28]1[CH:33]=[CH:32][C:31](I)=[CH:30][CH:29]=1. (2) Given the product [NH2:1][C:2]1[C:7]([F:8])=[C:6]([C:21]2[CH:22]=[CH:23][C:18]([Cl:17])=[C:19]([O:31][CH3:32])[C:20]=2[F:30])[N:5]=[C:4]([C:10]([O:12][CH:13]([CH3:15])[CH3:14])=[O:11])[C:3]=1[Cl:16], predict the reactants needed to synthesize it. The reactants are: [NH2:1][C:2]1[C:7]([F:8])=[C:6](Cl)[N:5]=[C:4]([C:10]([O:12][CH:13]([CH3:15])[CH3:14])=[O:11])[C:3]=1[Cl:16].[Cl:17][C:18]1[CH:23]=[CH:22][C:21](B2OCCCO2)=[C:20]([F:30])[C:19]=1[O:31][CH3:32].[F-].[Cs+].C(#N)C.